Dataset: Reaction yield outcomes from USPTO patents with 853,638 reactions. Task: Predict the reaction yield, written as a fraction of the theoretical maximum amount of product (1.0 means a 100% yield; for example, 0.34 means a 34% yield). (1) The reactants are ON1C2C=CC=CC=2N=N1.[Cl:11][C:12]1[CH:13]=[C:14]([CH:18]=[CH:19][C:20]=1[C:21]([O:23][CH3:24])=[O:22])[C:15]([OH:17])=O.[C:25]1([C@H:35]([NH2:37])[CH3:36])[C:34]2[C:29](=[CH:30][CH:31]=[CH:32][CH:33]=2)[CH:28]=[CH:27][CH:26]=1. The yield is 0.940. The product is [CH3:24][O:23][C:21](=[O:22])[C:20]1[CH:19]=[CH:18][C:14]([C:15]([NH:37][C@@H:35]([C:25]2[C:34]3[C:29](=[CH:30][CH:31]=[CH:32][CH:33]=3)[CH:28]=[CH:27][CH:26]=2)[CH3:36])=[O:17])=[CH:13][C:12]=1[Cl:11]. The catalyst is CN(C)C=O. (2) The reactants are Cl[CH2:2][C:3]1[N:12]([C:13]2[CH:18]=[CH:17][CH:16]=[CH:15][C:14]=2[Cl:19])[C:11](=[O:20])[C:10]2[C:5](=[CH:6][CH:7]=[CH:8][C:9]=2[F:21])[N:4]=1.O.[SH:23][C:24]1[N:32]=[CH:31][N:30]=[C:29]2[C:25]=1[NH:26][CH:27]=[N:28]2.C([O-])([O-])=O.[K+].[K+]. The catalyst is CN(C=O)C. The product is [Cl:19][C:14]1[CH:15]=[CH:16][CH:17]=[CH:18][C:13]=1[N:12]1[C:11](=[O:20])[C:10]2[C:5](=[CH:6][CH:7]=[CH:8][C:9]=2[F:21])[N:4]=[C:3]1[CH2:2][S:23][C:24]1[N:32]=[CH:31][N:30]=[C:29]2[C:25]=1[N:26]=[CH:27][NH:28]2. The yield is 0.560.